This data is from Reaction yield outcomes from USPTO patents with 853,638 reactions. The task is: Predict the reaction yield, written as a fraction of the theoretical maximum amount of product (1.0 means a 100% yield; for example, 0.34 means a 34% yield). (1) The reactants are [CH3:1][C:2]1[S:3][CH:4]=[C:5](C(Cl)=O)[N:6]=1.[N+](=C[Si](C)(C)C)=[N-].[BrH:17].[CH3:18][CH2:19][O:20]C(C)=O. The catalyst is CC#N.O. The product is [Br:17][CH2:18][C:19]([C:4]1[S:3][C:2]([CH3:1])=[N:6][CH:5]=1)=[O:20]. The yield is 0.870. (2) The reactants are [CH:1]([N:4]1[C:8]([C:9]2[N:18]=[C:17]3[N:11]([CH2:12][CH2:13][O:14][C:15]4[CH:22]=[C:21](O)[N:20]=[CH:19][C:16]=43)[CH:10]=2)=[N:7][CH:6]=[N:5]1)([CH3:3])[CH3:2].[NH:24]1[CH2:31][CH2:30][CH2:29][C@H:25]1[C:26]([NH2:28])=[O:27].CO. The catalyst is C(Cl)Cl. The product is [CH:1]([N:4]1[C:8]([C:9]2[N:18]=[C:17]3[C:16]4[CH:19]=[N:20][C:21]([N:24]5[CH2:31][CH2:30][CH2:29][C@H:25]5[C:26]([NH2:28])=[O:27])=[CH:22][C:15]=4[O:14][CH2:13][CH2:12][N:11]3[CH:10]=2)=[N:7][CH:6]=[N:5]1)([CH3:2])[CH3:3]. The yield is 0.440. (3) The reactants are [CH2:1]([O:3][C:4]([C:6]1[C:10]([N+:11]([O-])=O)=[CH:9][NH:8][N:7]=1)=[O:5])[CH3:2]. The catalyst is CCO.[Pd]. The product is [CH2:1]([O:3][C:4]([C:6]1[C:10]([NH2:11])=[CH:9][NH:8][N:7]=1)=[O:5])[CH3:2]. The yield is 0.980. (4) The reactants are I.[Cl:2][C:3]1[N:4]=[CH:5][N:6]([C:8]2[CH:13]=[CH:12][C:11]([NH:14][C:15](SC)=[NH:16])=[CH:10][C:9]=2[O:19][CH3:20])[CH:7]=1.[Cl:21][CH2:22][CH2:23][CH2:24][CH2:25][CH:26]([C:30]1[CH:35]=[CH:34][C:33]([F:36])=[C:32]([F:37])[CH:31]=1)[C:27](O)=O.[NH2:38][NH2:39]. No catalyst specified. The product is [Cl:21][CH2:22][CH2:23][CH2:24][CH2:25][CH:26]([C:27]1[NH:39][N:38]=[C:15]([NH:14][C:11]2[CH:12]=[CH:13][C:8]([N:6]3[CH:7]=[C:3]([Cl:2])[N:4]=[CH:5]3)=[C:9]([O:19][CH3:20])[CH:10]=2)[N:16]=1)[C:30]1[CH:35]=[CH:34][C:33]([F:36])=[C:32]([F:37])[CH:31]=1. The yield is 0.120.